From a dataset of Merck oncology drug combination screen with 23,052 pairs across 39 cell lines. Regression. Given two drug SMILES strings and cell line genomic features, predict the synergy score measuring deviation from expected non-interaction effect. Drug 1: CN(C)C(=N)N=C(N)N. Drug 2: COC1=C2CC(C)CC(OC)C(O)C(C)C=C(C)C(OC(N)=O)C(OC)C=CC=C(C)C(=O)NC(=CC1=O)C2=O. Cell line: HCT116. Synergy scores: synergy=-0.567.